Predict the product of the given reaction. From a dataset of Forward reaction prediction with 1.9M reactions from USPTO patents (1976-2016). Given the reactants C(OC([N:8]1[CH2:13][CH2:12][C@H:11]([C:14]2[CH:19]=[CH:18][N:17]([CH3:20])[C:16](=[O:21])[CH:15]=2)[C@H:10]([C:22]([OH:24])=O)[CH2:9]1)=O)(C)(C)C.CN(C=O)C.C(Cl)(=O)C([Cl:33])=O.S(O)(=O)(=O)C.[Br:41][C:42]1[CH:43]=[C:44]([CH:50]=[C:51]([CH2:54][CH2:55][CH2:56][O:57][CH3:58])[C:52]=1[CH3:53])[CH2:45][NH:46][CH:47]1[CH2:49][CH2:48]1.CCN(C(C)C)C(C)C.Cl.[OH-].[Na+], predict the reaction product. The product is: [ClH:33].[Br:41][C:42]1[CH:43]=[C:44]([CH2:45][N:46]([CH:47]2[CH2:48][CH2:49]2)[C:22]([C@H:10]2[C@H:11]([C:14]3[CH:19]=[CH:18][N:17]([CH3:20])[C:16](=[O:21])[CH:15]=3)[CH2:12][CH2:13][NH:8][CH2:9]2)=[O:24])[CH:50]=[C:51]([CH2:54][CH2:55][CH2:56][O:57][CH3:58])[C:52]=1[CH3:53].